This data is from NCI-60 drug combinations with 297,098 pairs across 59 cell lines. The task is: Regression. Given two drug SMILES strings and cell line genomic features, predict the synergy score measuring deviation from expected non-interaction effect. (1) Drug 1: C1=CC(=CC=C1CCCC(=O)O)N(CCCl)CCCl. Drug 2: CS(=O)(=O)CCNCC1=CC=C(O1)C2=CC3=C(C=C2)N=CN=C3NC4=CC(=C(C=C4)OCC5=CC(=CC=C5)F)Cl. Cell line: A498. Synergy scores: CSS=26.0, Synergy_ZIP=-7.38, Synergy_Bliss=-2.63, Synergy_Loewe=-3.34, Synergy_HSA=-2.72. (2) Drug 1: CC1=C2C(C(=O)C3(C(CC4C(C3C(C(C2(C)C)(CC1OC(=O)C(C(C5=CC=CC=C5)NC(=O)C6=CC=CC=C6)O)O)OC(=O)C7=CC=CC=C7)(CO4)OC(=O)C)O)C)OC(=O)C. Drug 2: CCN(CC)CCNC(=O)C1=C(NC(=C1C)C=C2C3=C(C=CC(=C3)F)NC2=O)C. Cell line: NCI-H522. Synergy scores: CSS=30.4, Synergy_ZIP=-0.198, Synergy_Bliss=-0.646, Synergy_Loewe=-31.0, Synergy_HSA=-0.0248.